From a dataset of Catalyst prediction with 721,799 reactions and 888 catalyst types from USPTO. Predict which catalyst facilitates the given reaction. (1) Reactant: Cl[C:2]1[C:3]2[CH:25]([CH3:26])[CH2:24][N:23]([CH2:27][C:28]3[CH:33]=[CH:32][C:31]([O:34][CH3:35])=[CH:30][CH:29]=3)[C:4]=2[N:5]=[C:6]([NH:8][C:9]2[CH:14]=[CH:13][C:12]([N:15]3[CH2:20][CH2:19][O:18][CH2:17][CH2:16]3)=[CH:11][C:10]=2[O:21][CH3:22])[N:7]=1.[NH2:36][C:37]1[CH:42]=[CH:41][CH:40]=[CH:39][C:38]=1[S:43]([NH:46][CH3:47])(=[O:45])=[O:44].C(=O)([O-])[O-].[Cs+].[Cs+]. Product: [CH3:22][O:21][C:10]1[CH:11]=[C:12]([N:15]2[CH2:20][CH2:19][O:18][CH2:17][CH2:16]2)[CH:13]=[CH:14][C:9]=1[NH:8][C:6]1[N:7]=[C:2]([NH:36][C:37]2[CH:42]=[CH:41][CH:40]=[CH:39][C:38]=2[S:43]([NH:46][CH3:47])(=[O:45])=[O:44])[C:3]2[CH:25]([CH3:26])[CH2:24][N:23]([CH2:27][C:28]3[CH:33]=[CH:32][C:31]([O:34][CH3:35])=[CH:30][CH:29]=3)[C:4]=2[N:5]=1. The catalyst class is: 110. (2) Product: [CH3:1][S:2]([NH:5][C:6]1[CH:7]=[CH:8][C:9]([CH2:12][C:13]([OH:15])=[O:14])=[CH:10][CH:11]=1)(=[O:4])=[O:3]. Reactant: [CH3:1][S:2]([NH:5][C:6]1[CH:11]=[CH:10][C:9]([CH2:12][C:13]([O:15]CC)=[O:14])=[CH:8][CH:7]=1)(=[O:4])=[O:3].O.[OH-].[Li+]. The catalyst class is: 24. (3) Reactant: [CH3:1][O:2][C:3]1[S:21][C:6]2[NH:7][C:8](=[O:20])[N:9]([CH2:12][CH2:13][C:14]3[CH:19]=[CH:18][CH:17]=[CH:16][CH:15]=3)[C:10](=[O:11])[C:5]=2[C:4]=1[CH3:22].Br[CH2:24][C:25]1[CH:30]=[CH:29][C:28]([C:31]2[CH:36]=[CH:35][CH:34]=[CH:33][C:32]=2[C:37]2[N:41]=[C:40](C(Cl)(Cl)Cl)[O:39][N:38]=2)=[CH:27][CH:26]=1.C(=O)([O-])[O-:47].[K+].[K+].CN(C)C=O. The catalyst class is: 13. Product: [CH3:1][O:2][C:3]1[S:21][C:6]2[N:7]([CH2:24][C:25]3[CH:30]=[CH:29][C:28]([C:31]4[CH:36]=[CH:35][CH:34]=[CH:33][C:32]=4[C:37]4[NH:41][C:40](=[O:47])[O:39][N:38]=4)=[CH:27][CH:26]=3)[C:8](=[O:20])[N:9]([CH2:12][CH2:13][C:14]3[CH:15]=[CH:16][CH:17]=[CH:18][CH:19]=3)[C:10](=[O:11])[C:5]=2[C:4]=1[CH3:22]. (4) Reactant: [N+:1]([C:4]1[CH:5]=[N:6][CH:7]=[CH:8][C:9]=1[CH2:10][C:11]([O:13][CH2:14][CH3:15])=[O:12])([O-:3])=[O:2].C[O-].[Na+].O. Product: [N+:1]([C:4]1[CH:5]=[N:6][CH:7]=[CH:8][C:9]=1[C:10]1([C:11]([O:13][CH2:14][CH3:15])=[O:12])[CH2:8][CH2:9][CH2:4][CH2:5]1)([O-:3])=[O:2]. The catalyst class is: 5. (5) Reactant: [Cl:1][C:2]1[C:3]([C:22]2[S:26][C:25]([C:27]3([O:31][CH2:32][O:33][CH3:34])[CH2:30][CH2:29][CH2:28]3)=[N:24][CH:23]=2)=[C:4]2[CH:10]=[C:9](I)[N:8]([S:12]([C:15]3[CH:21]=[CH:20][C:18]([CH3:19])=[CH:17][CH:16]=3)(=[O:14])=[O:13])[C:5]2=[N:6][CH:7]=1.C(=O)(O)[O-].[Na+].[CH3:40][N:41]1CCCC1=O. Product: [Cl:1][C:2]1[C:3]([C:22]2[S:26][C:25]([C:27]3([O:31][CH2:32][O:33][CH3:34])[CH2:30][CH2:29][CH2:28]3)=[N:24][CH:23]=2)=[C:4]2[CH:10]=[C:9]([C:40]#[N:41])[N:8]([S:12]([C:15]3[CH:21]=[CH:20][C:18]([CH3:19])=[CH:17][CH:16]=3)(=[O:14])=[O:13])[C:5]2=[N:6][CH:7]=1. The catalyst class is: 267. (6) Product: [CH:1]1([CH2:7][N:8]2[CH:12]([C:13]3[CH:18]=[CH:17][N:16]=[CH:15][CH:14]=3)[CH:11]([C:19]3[CH:24]=[CH:23][C:22]([Cl:25])=[C:21]([Cl:26])[CH:20]=3)[C:10](=[O:27])[N:9]2[CH3:29])[CH2:2][CH2:3][CH2:4][CH2:5][CH2:6]1. The catalyst class is: 1. Reactant: [CH:1]1([CH2:7][N:8]2[CH:12]([C:13]3[CH:18]=[CH:17][N:16]=[CH:15][CH:14]=3)[CH:11]([C:19]3[CH:24]=[CH:23][C:22]([Cl:25])=[C:21]([Cl:26])[CH:20]=3)[C:10](=[O:27])[NH:9]2)[CH2:6][CH2:5][CH2:4][CH2:3][CH2:2]1.[Li+].[CH3:29][Si]([N-][Si](C)(C)C)(C)C.IC. (7) Reactant: [Br:1][C:2]1[CH:3]=[C:4]2[C:8](=[CH:9][CH:10]=1)[C@H:7](O)[CH2:6][CH2:5]2.[CH2:12]([C:19]1[N:24]=[C:23]2[NH:25][C:26]([CH2:28][CH3:29])=[N:27][C:22]2=[C:21]([CH3:30])[CH:20]=1)[C:13]1[CH:18]=[CH:17][CH:16]=[CH:15][CH:14]=1.C(C1C=C(C)N=C2NC(CC)=NC=12)C1C=CC=CC=1.C1C=CC(P(C2C=CC=CC=2)C2C=CC=CC=2)=CC=1.CCOC(/N=N/C(OCC)=O)=O. Product: [CH2:12]([C:19]1[N:24]=[C:23]2[N:25]([C@@H:7]3[C:8]4[C:4](=[CH:3][C:2]([Br:1])=[CH:10][CH:9]=4)[CH2:5][CH2:6]3)[C:26]([CH2:28][CH3:29])=[N:27][C:22]2=[C:21]([CH3:30])[CH:20]=1)[C:13]1[CH:14]=[CH:15][CH:16]=[CH:17][CH:18]=1. The catalyst class is: 1.